Task: Predict the reactants needed to synthesize the given product.. Dataset: Full USPTO retrosynthesis dataset with 1.9M reactions from patents (1976-2016) (1) Given the product [Br:10][C:8]1[CH:9]=[C:4]2[C:5](=[CH:6][C:7]=1[CH3:20])[O:11][C:14]1([CH2:15][CH2:16][CH2:17][O:12][CH2:13]1)[CH2:2][C:1]2=[O:3], predict the reactants needed to synthesize it. The reactants are: [C:1]([C:4]1[CH:9]=[C:8]([Br:10])[CH:7]=[CH:6][C:5]=1[OH:11])(=[O:3])[CH3:2].[O:12]1[CH2:17][CH2:16][CH2:15][C:14](=O)[CH2:13]1.N1CCC[CH2:20]1. (2) Given the product [N:14]1([C:49]([C:34]2[CH:35]=[C:36]3[C:41](=[C:32]([CH:30]([NH:29][C:24]4[CH:23]=[C:22]([F:21])[CH:27]=[C:26]([F:28])[CH:25]=4)[CH3:31])[CH:33]=2)[O:40][C:39]([N:42]2[CH2:47][CH2:46][O:45][CH2:44][CH2:43]2)=[CH:38][C:37]3=[O:48])=[O:51])[CH2:17][CH2:18][CH2:19]1, predict the reactants needed to synthesize it. The reactants are: [B-](F)(F)(F)F.CN(C(O[N:14]1[C:19](=O)[CH2:18][CH2:17]C1=O)=[N+](C)C)C.[F:21][C:22]1[CH:23]=[C:24]([NH:29][CH:30]([C:32]2[CH:33]=[C:34]([C:49]([OH:51])=O)[CH:35]=[C:36]3[C:41]=2[O:40][C:39]([N:42]2[CH2:47][CH2:46][O:45][CH2:44][CH2:43]2)=[CH:38][C:37]3=[O:48])[CH3:31])[CH:25]=[C:26]([F:28])[CH:27]=1.C(N(C(C)C)C(C)C)C.N1CCC1. (3) Given the product [CH3:1][O:2][C:3]([C:5]1[C:13]2[C:8](=[N:9][CH:10]=[CH:11][C:12]=2[Cl:14])[N:7]([CH:22]2[CH2:25][O:24][CH2:23]2)[CH:6]=1)=[O:4], predict the reactants needed to synthesize it. The reactants are: [CH3:1][O:2][C:3]([C:5]1[C:13]2[C:8](=[N:9][CH:10]=[CH:11][C:12]=2[Cl:14])[NH:7][CH:6]=1)=[O:4].C(=O)([O-])[O-].[Cs+].[Cs+].Br[CH:22]1[CH2:25][O:24][CH2:23]1. (4) The reactants are: [F:1][C:2]1[C:3]([NH:29][C:30]2[CH:35]=[CH:34][C:33]([I:36])=[CH:32][C:31]=2[F:37])=[C:4]([C:9]([N:11]2[CH2:14][C:13]([C@H:16]3[CH2:21][CH2:20][CH2:19][CH2:18][N:17]3C(OC(C)(C)C)=O)([OH:15])[CH2:12]2)=[O:10])[CH:5]=[CH:6][C:7]=1[F:8].CO.Cl. Given the product [F:1][C:2]1[C:3]([NH:29][C:30]2[CH:35]=[CH:34][C:33]([I:36])=[CH:32][C:31]=2[F:37])=[C:4]([C:9]([N:11]2[CH2:14][C:13]([C@H:16]3[CH2:21][CH2:20][CH2:19][CH2:18][NH:17]3)([OH:15])[CH2:12]2)=[O:10])[CH:5]=[CH:6][C:7]=1[F:8], predict the reactants needed to synthesize it. (5) Given the product [CH3:1][C:2]1[CH:3]=[C:4]([CH2:13][C@@H:14]([CH2:19][C:20]([O:22][CH3:23])=[O:21])[C:15]([O:17][CH3:18])=[O:16])[C:5]([CH2:11][Cl:26])=[C:6]2[C:10]=1[NH:9][N:8]=[CH:7]2, predict the reactants needed to synthesize it. The reactants are: [CH3:1][C:2]1[CH:3]=[C:4]([CH2:13][C@@H:14]([CH2:19][C:20]([O:22][CH3:23])=[O:21])[C:15]([O:17][CH3:18])=[O:16])[C:5]([CH2:11]O)=[C:6]2[C:10]=1[NH:9][N:8]=[CH:7]2.S(Cl)([Cl:26])=O. (6) Given the product [Br:34][C:14]1[C:13](=[O:15])[N:12]([CH2:16][C:17]2[CH:22]=[CH:21][C:20]([C:23]3[C:24]([C:29]#[N:30])=[CH:25][CH:26]=[CH:27][CH:28]=3)=[CH:19][CH:18]=2)[C:11]([CH2:31][CH2:32][CH3:33])=[N:10][C:9]=1[CH2:8][O:7][CH3:6], predict the reactants needed to synthesize it. The reactants are: C([O-])(=O)C.[Na+].[CH3:6][O:7][CH2:8][C:9]1[N:10]=[C:11]([CH2:31][CH2:32][CH3:33])[N:12]([CH2:16][C:17]2[CH:22]=[CH:21][C:20]([C:23]3[C:24]([C:29]#[N:30])=[CH:25][CH:26]=[CH:27][CH:28]=3)=[CH:19][CH:18]=2)[C:13](=[O:15])[CH:14]=1.[Br:34]Br.